This data is from Peptide-MHC class I binding affinity with 185,985 pairs from IEDB/IMGT. The task is: Regression. Given a peptide amino acid sequence and an MHC pseudo amino acid sequence, predict their binding affinity value. This is MHC class I binding data. (1) The peptide sequence is RAIEAQQHL. The MHC is HLA-B07:02 with pseudo-sequence HLA-B07:02. The binding affinity (normalized) is 0.234. (2) The peptide sequence is FHLRSRFAF. The MHC is HLA-B27:05 with pseudo-sequence HLA-B27:05. The binding affinity (normalized) is 0.0847.